From a dataset of Peptide-MHC class II binding affinity with 134,281 pairs from IEDB. Regression. Given a peptide amino acid sequence and an MHC pseudo amino acid sequence, predict their binding affinity value. This is MHC class II binding data. (1) The MHC is HLA-DQA10501-DQB10301 with pseudo-sequence HLA-DQA10501-DQB10301. The binding affinity (normalized) is 0.758. The peptide sequence is DVKFPGGGQIVGGVT. (2) The peptide sequence is VDYMPVMKRYSAPSE. The MHC is DRB1_1101 with pseudo-sequence DRB1_1101. The binding affinity (normalized) is 0.893. (3) The MHC is DRB1_0901 with pseudo-sequence DRB1_0901. The binding affinity (normalized) is 0.159. The peptide sequence is SGHVIPACKNLSPSA.